Dataset: Full USPTO retrosynthesis dataset with 1.9M reactions from patents (1976-2016). Task: Predict the reactants needed to synthesize the given product. (1) Given the product [F:10][C:4]1[CH:3]=[C:2]([C:16]2[CH:15]=[CH:14][N:13]=[C:12]([CH3:11])[CH:17]=2)[C:8]([CH3:9])=[CH:7][C:5]=1[NH2:6], predict the reactants needed to synthesize it. The reactants are: Br[C:2]1[C:8]([CH3:9])=[CH:7][C:5]([NH2:6])=[C:4]([F:10])[CH:3]=1.[CH3:11][C:12]1[CH:17]=[C:16](B(O)O)[CH:15]=[CH:14][N:13]=1.C1(C)C=CC=CC=1.C(=O)([O-])[O-].[Na+].[Na+]. (2) Given the product [CH3:16][CH:12]1[CH2:11][C@H:10]2[C@H:14]([CH2:15][NH:8][C@@H:9]2[CH2:17][NH:18][C:19](=[O:24])[C:20]([F:23])([F:21])[F:22])[CH2:13]1, predict the reactants needed to synthesize it. The reactants are: C(OC([N:8]1[CH2:15][C@H:14]2[C@H:10]([CH2:11][CH:12]([CH3:16])[CH2:13]2)[C@H:9]1[CH2:17][NH:18][C:19](=[O:24])[C:20]([F:23])([F:22])[F:21])=O)(C)(C)C.C(O)(C(F)(F)F)=O. (3) Given the product [NH2:17][C:15](=[O:16])[CH2:14][CH2:13][C@H:9]([NH:8][C:6](=[O:7])[CH:5]([SH:4])[CH2:18][CH:19]([CH2:24][CH3:25])[CH2:20][CH2:21][CH2:22][CH3:23])[C:10]([OH:12])=[O:11], predict the reactants needed to synthesize it. The reactants are: C([S:4][CH:5]([CH2:18][CH:19]([CH2:24][CH3:25])[CH2:20][CH2:21][CH2:22][CH3:23])[C:6]([NH:8][C@@H:9]([CH2:13][CH2:14][C:15]([NH2:17])=[O:16])[C:10]([OH:12])=[O:11])=[O:7])(=O)C.[OH-].[Na+].Cl. (4) Given the product [N:1]1([CH2:6][C:7]2[CH:12]=[CH:11][C:10]([CH:13]=[O:14])=[CH:9][CH:8]=2)[CH:5]=[CH:4][N:3]=[CH:2]1, predict the reactants needed to synthesize it. The reactants are: [N:1]1([CH2:6][C:7]2[CH:12]=[CH:11][C:10]([CH2:13][OH:14])=[CH:9][CH:8]=2)[CH:5]=[CH:4][N:3]=[CH:2]1. (5) Given the product [ClH:1].[ClH:1].[C:31]([N:27]1[CH2:26][CH2:25][C:24]2[C:29](=[CH:30][C:21]([O:20][CH2:19][CH:16]3[CH2:15][CH2:14][N:13]([C:12]4[CH:11]=[CH:10][N:9]=[CH:8][C:7]=4[C:5]([OH:6])=[O:4])[CH2:18][CH2:17]3)=[CH:22][CH:23]=2)[CH2:28]1)(=[NH:32])[NH2:33], predict the reactants needed to synthesize it. The reactants are: [ClH:1].Cl.C[O:4][C:5]([C:7]1[CH:8]=[N:9][CH:10]=[CH:11][C:12]=1[N:13]1[CH2:18][CH2:17][CH:16]([CH2:19][O:20][C:21]2[CH:30]=[C:29]3[C:24]([CH2:25][CH2:26][N:27]([C:31](=[NH:33])[NH2:32])[CH2:28]3)=[CH:23][CH:22]=2)[CH2:15][CH2:14]1)=[O:6].[OH-].[Na+].Cl.